The task is: Predict which catalyst facilitates the given reaction.. This data is from Catalyst prediction with 721,799 reactions and 888 catalyst types from USPTO. Reactant: [F:1][C:2]1[CH:9]=[CH:8][CH:7]=[C:6]([I:10])[C:3]=1[C:4]#[N:5].Cl.C(=O)(O)[O-].[Na+]. Product: [F:1][C:2]1[CH:9]=[CH:8][CH:7]=[C:6]([I:10])[C:3]=1[CH2:4][NH2:5]. The catalyst class is: 7.